Task: Predict the reaction yield, written as a fraction of the theoretical maximum amount of product (1.0 means a 100% yield; for example, 0.34 means a 34% yield).. Dataset: Reaction yield outcomes from USPTO patents with 853,638 reactions (1) The reactants are Cl[C:2]1[NH:7][C:6](=[O:8])[NH:5][C:4](=[O:9])[CH:3]=1.Br[CH2:11][C:12]1[CH:19]=[CH:18][CH:17]=[CH:16][C:13]=1C#N.[H-].[Na+].[Li+].[Br-]. The catalyst is CN(C=O)C.CS(C)=O. The product is [CH2:11]([N:7]1[CH:2]=[CH:3][C:4](=[O:9])[NH:5][C:6]1=[O:8])[C:12]1[CH:19]=[CH:18][CH:17]=[CH:16][CH:13]=1. The yield is 0.540. (2) The reactants are [OH:1][CH2:2][C:3]1[CH:10]=[CH:9][C:6]([C:7]#[N:8])=[CH:5][CH:4]=1.[NH2:11][OH:12]. The catalyst is CCO. The product is [OH:12][N:11]=[C:7]([C:6]1[CH:9]=[CH:10][C:3]([CH2:2][OH:1])=[CH:4][CH:5]=1)[NH2:8]. The yield is 0.950. (3) The reactants are [Cl-].O[NH3+:3].[C:4](=[O:7])([O-])[OH:5].[Na+].CS(C)=O.[F:13][C:14]1[CH:15]=[C:16]([N:24]2[C:29](=[O:30])[C:28]([CH2:31][C:32]3[CH:37]=[CH:36][C:35]([C:38]4[C:39]([C:44]#[N:45])=[CH:40][CH:41]=[CH:42][CH:43]=4)=[CH:34][CH:33]=3)=[C:27]([CH2:46][CH2:47][CH3:48])[N:26]=[C:25]2[CH3:49])[CH:17]=[CH:18][C:19]=1[O:20][CH:21]([CH3:23])[CH3:22]. The catalyst is O.C(OCC)(=O)C. The product is [F:13][C:14]1[CH:15]=[C:16]([N:24]2[C:29](=[O:30])[C:28]([CH2:31][C:32]3[CH:37]=[CH:36][C:35]([C:38]4[CH:43]=[CH:42][CH:41]=[CH:40][C:39]=4[C:44]4[NH:3][C:4](=[O:7])[O:5][N:45]=4)=[CH:34][CH:33]=3)=[C:27]([CH2:46][CH2:47][CH3:48])[N:26]=[C:25]2[CH3:49])[CH:17]=[CH:18][C:19]=1[O:20][CH:21]([CH3:23])[CH3:22]. The yield is 0.640.